Dataset: Full USPTO retrosynthesis dataset with 1.9M reactions from patents (1976-2016). Task: Predict the reactants needed to synthesize the given product. (1) Given the product [C:1]([O:5][C:6](=[O:16])[CH2:7][C:8]1[CH:12]=[C:11]([CH3:13])[C:10](=[O:9])[NH:18][N:17]=1)([CH3:4])([CH3:3])[CH3:2], predict the reactants needed to synthesize it. The reactants are: [C:1]([O:5][C:6](=[O:16])[CH:7]=[C:8]1[CH:12]=[C:11]([CH2:13]C)[C:10](=O)[O:9]1)([CH3:4])([CH3:3])[CH3:2].[NH2:17][NH2:18].O.NN. (2) Given the product [OH:22][CH2:21][CH2:20][O:16][C:15](=[O:17])[CH2:14][CH2:13][CH2:12][CH2:11][CH2:10][O:9][C:8]1[CH:7]=[CH:6][C:5]([N+:2]([O-:4])=[O:3])=[CH:19][CH:18]=1, predict the reactants needed to synthesize it. The reactants are: Cl.[N+:2]([C:5]1[CH:19]=[CH:18][C:8]([O:9][CH2:10][CH2:11][CH2:12][CH2:13][CH2:14][C:15]([OH:17])=[O:16])=[CH:7][CH:6]=1)([O-:4])=[O:3].[CH2:20](O)[CH2:21][OH:22].